From a dataset of Reaction yield outcomes from USPTO patents with 853,638 reactions. Predict the reaction yield, written as a fraction of the theoretical maximum amount of product (1.0 means a 100% yield; for example, 0.34 means a 34% yield). (1) The reactants are [C:1]([NH:8][C@H:9]([C:13](O)=[O:14])[CH2:10][CH2:11][CH3:12])([O:3][C:4]([CH3:7])([CH3:6])[CH3:5])=[O:2].CO. The catalyst is O1CCCC1. The product is [C:1]([NH:8][C@H:9]([CH2:13][OH:14])[CH2:10][CH2:11][CH3:12])([O:3][C:4]([CH3:5])([CH3:7])[CH3:6])=[O:2]. The yield is 0.960. (2) The reactants are [CH:1]1([CH2:4][NH2:5])[CH2:3][CH2:2]1.[CH2:6]=[C:7]1[O:11][C:9](=[O:10])[CH2:8]1. The catalyst is O1CCCC1. The product is [CH:1]1([CH2:4][NH:5][C:9](=[O:10])[CH2:8][C:7](=[O:11])[CH3:6])[CH2:3][CH2:2]1. The yield is 0.630. (3) The reactants are [CH3:1][O:2][C:3]1[CH:4]=[C:5]([P:12](Cl)(Cl)=[O:13])[CH:6]=[CH:7][C:8]=1[N+:9]([O-:11])=[O:10].[CH:16]([Mg]Br)=[CH2:17].[CH2:20]1COC[CH2:21]1. No catalyst specified. The product is [CH:20]([P:12](=[O:13])([CH:16]=[CH2:17])[C:5]1[CH:6]=[CH:7][C:8]([N+:9]([O-:11])=[O:10])=[C:3]([O:2][CH3:1])[CH:4]=1)=[CH2:21]. The yield is 0.750. (4) The reactants are [CH3:1][N:2]([CH2:4][C:5]1[N:9](COCCC[Si](C)(C)C)[C:8]2[CH:19]=[CH:20][C:21]([NH:23][C:24]3[N:42]=[C:27]4[CH:28]=[N:29][CH:30]=[C:31]([C:32]5[CH:33]=[C:34]6[C:38](=[CH:39][CH:40]=5)[N:37]([CH3:41])[N:36]=[CH:35]6)[N:26]4[N:25]=3)=[CH:22][C:7]=2[N:6]=1)[CH3:3]. The catalyst is CO.Cl. The product is [CH3:3][N:2]([CH2:4][C:5]1[NH:9][C:8]2[CH:19]=[CH:20][C:21]([NH:23][C:24]3[N:42]=[C:27]4[CH:28]=[N:29][CH:30]=[C:31]([C:32]5[CH:33]=[C:34]6[C:38](=[CH:39][CH:40]=5)[N:37]([CH3:41])[N:36]=[CH:35]6)[N:26]4[N:25]=3)=[CH:22][C:7]=2[N:6]=1)[CH3:1]. The yield is 0.0500. (5) The reactants are Cl.[Sn](Cl)Cl.[N+:5]([C:8]1[CH:13]=[C:12]([C:14]([F:17])([F:16])[F:15])[CH:11]=[CH:10][C:9]=1[N:18]1[C:26]2[C:21](=[CH:22][CH:23]=[CH:24][CH:25]=2)[CH2:20][CH2:19]1)([O-])=O.C(=O)(O)[O-].[Na+]. The catalyst is CO. The product is [NH2:5][C:8]1[CH:13]=[C:12]([C:14]([F:15])([F:16])[F:17])[CH:11]=[CH:10][C:9]=1[N:18]1[C:26]2[C:21](=[CH:22][CH:23]=[CH:24][CH:25]=2)[CH2:20][CH2:19]1. The yield is 0.939. (6) The reactants are [CH3:1][O:2][C:3](=[O:16])/[CH:4]=[CH:5]/[C:6]1[C:14]2[C:9](=[CH:10][CH:11]=[C:12]([F:15])[CH:13]=2)[NH:8][CH:7]=1. The catalyst is CO.[Pd]. The product is [CH3:1][O:2][C:3](=[O:16])[CH2:4][CH2:5][C:6]1[C:14]2[C:9](=[CH:10][CH:11]=[C:12]([F:15])[CH:13]=2)[NH:8][CH:7]=1. The yield is 0.934. (7) The product is [CH2:1]([C:5]1[N:6]=[C:7]([CH2:28][CH3:29])[N:8]([C:37]2[CH:36]=[CH:35][C:34]3[O:30][CH2:31][CH2:32][C:33]=3[CH:38]=2)[C:9](=[O:27])[C:10]=1[CH2:11][C:12]1[CH:17]=[CH:16][C:15]([C:18]2[C:19]([C:24]#[N:25])=[CH:20][CH:21]=[CH:22][CH:23]=2)=[CH:14][C:13]=1[F:26])[CH2:2][CH2:3][CH3:4]. The yield is 0.790. The reactants are [CH2:1]([C:5]1[N:6]=[C:7]([CH2:28][CH3:29])[NH:8][C:9](=[O:27])[C:10]=1[CH2:11][C:12]1[CH:17]=[CH:16][C:15]([C:18]2[C:19]([C:24]#[N:25])=[CH:20][CH:21]=[CH:22][CH:23]=2)=[CH:14][C:13]=1[F:26])[CH2:2][CH2:3][CH3:4].[O:30]1[C:34]2[CH:35]=[CH:36][C:37](B(O)O)=[CH:38][C:33]=2[CH2:32][CH2:31]1.N1C=CC=CC=1.C(N(CC)CC)C. The catalyst is C(OCC)(=O)C.C([O-])(=O)C.[Cu+2].C([O-])(=O)C.ClCCl. (8) The reactants are [N+:1]([C:4]1[CH:5]=[C:6]([C:10]2[C:11]([CH2:16][OH:17])=[N:12][CH:13]=[CH:14][CH:15]=2)[CH:7]=[CH:8][CH:9]=1)([O-:3])=[O:2]. The catalyst is C(Cl)Cl.O=[Mn]=O. The product is [N+:1]([C:4]1[CH:5]=[C:6]([C:10]2[C:11]([CH:16]=[O:17])=[N:12][CH:13]=[CH:14][CH:15]=2)[CH:7]=[CH:8][CH:9]=1)([O-:3])=[O:2]. The yield is 0.960.